This data is from Forward reaction prediction with 1.9M reactions from USPTO patents (1976-2016). The task is: Predict the product of the given reaction. (1) The product is: [O:1]=[C:2]([CH2:16][C@@H:17]([O:23][C:24]([O:26][CH2:27][C:28]([Cl:29])([Cl:30])[Cl:31])=[O:25])[C@@H:18]([CH3:22])[CH2:19][CH:20]=[CH2:21])[C:3]([CH3:14])([CH3:15])[C@@H:4]([O:13][Si:39]([CH2:42][CH3:43])([CH2:40][CH3:41])[CH2:37][CH3:38])[CH2:5][C:6]([O:8][C:9]([CH3:12])([CH3:11])[CH3:10])=[O:7]. Given the reactants [O:1]=[C:2]([CH2:16][C@@H:17]([O:23][C:24]([O:26][CH2:27][C:28]([Cl:31])([Cl:30])[Cl:29])=[O:25])[C@@H:18]([CH3:22])[CH2:19][CH:20]=[CH2:21])[C:3]([CH3:15])([CH3:14])[C@@H:4]([OH:13])[CH2:5][C:6]([O:8][C:9]([CH3:12])([CH3:11])[CH3:10])=[O:7].N1C=CN=C1.[CH2:37]([Si:39](Cl)([CH2:42][CH3:43])[CH2:40][CH3:41])[CH3:38].O, predict the reaction product. (2) The product is: [CH3:1][O:2][C:3](=[O:33])[C:4]1[CH:5]=[CH:6][C:7]([CH2:10][N:11]([C:16](=[O:32])[C:17]2[CH:22]=[CH:21][C:20]([Cl:23])=[CH:19][C:18]=2[C:24](=[O:31])[C:25]2[CH:30]=[CH:29][CH:28]=[CH:27][CH:26]=2)[CH2:12][C:13](=[O:15])[CH3:14])=[CH:8][CH:9]=1. Given the reactants [CH3:1][O:2][C:3](=[O:33])[C:4]1[CH:9]=[CH:8][C:7]([CH2:10][N:11]([C:16](=[O:32])[C:17]2[CH:22]=[CH:21][C:20]([Cl:23])=[CH:19][C:18]=2[C:24](=[O:31])[C:25]2[CH:30]=[CH:29][CH:28]=[CH:27][CH:26]=2)[CH2:12][CH:13]([OH:15])[CH3:14])=[CH:6][CH:5]=1.C(N(CC)CC)C.O.Cl, predict the reaction product. (3) Given the reactants [CH3:1][O:2][C:3](=[O:30])[CH2:4][O:5][C:6]1[CH:15]=[CH:14][C:13]([Cl:16])=[C:12]2[C:7]=1[C:8]([CH3:29])=[C:9]([CH2:18][C:19]1[CH:24]=[CH:23][C:22]([S:25]([CH3:28])(=[O:27])=[O:26])=[CH:21][CH:20]=1)[C:10](=[O:17])[NH:11]2.C1C=CC(N([S:38]([C:41]([F:44])([F:43])[F:42])(=[O:40])=[O:39])[S:38]([C:41]([F:44])([F:43])[F:42])(=[O:40])=[O:39])=CC=1.C(=O)([O-])[O-].[K+].[K+], predict the reaction product. The product is: [CH3:1][O:2][C:3](=[O:30])[CH2:4][O:5][C:6]1[CH:15]=[CH:14][C:13]([Cl:16])=[C:12]2[C:7]=1[C:8]([CH3:29])=[C:9]([CH2:18][C:19]1[CH:24]=[CH:23][C:22]([S:25]([CH3:28])(=[O:27])=[O:26])=[CH:21][CH:20]=1)[C:10]([O:17][S:38]([C:41]([F:44])([F:43])[F:42])(=[O:40])=[O:39])=[N:11]2. (4) Given the reactants Br[C:2]1[CH:3]=[CH:4][C:5]2[NH:16][C:15](=[O:17])[O:14][C:8]3([CH2:13][CH2:12][CH2:11][CH2:10][CH2:9]3)[C:6]=2[CH:7]=1.[Cl:18][C:19]1[CH:20]=[C:21](B(O)O)[CH:22]=[CH:23][CH:24]=1, predict the reaction product. The product is: [Cl:18][C:19]1[CH:24]=[C:23]([C:2]2[CH:3]=[CH:4][C:5]3[NH:16][C:15](=[O:17])[O:14][C:8]4([CH2:13][CH2:12][CH2:11][CH2:10][CH2:9]4)[C:6]=3[CH:7]=2)[CH:22]=[CH:21][CH:20]=1.